This data is from Forward reaction prediction with 1.9M reactions from USPTO patents (1976-2016). The task is: Predict the product of the given reaction. (1) Given the reactants [CH2:1]([O:3][C:4]([C:6]1[C:7](Cl)=[N:8][C:9]([S:12][CH3:13])=[N:10][CH:11]=1)=[O:5])[CH3:2].[F:15][C:16]1[CH:22]=[CH:21][CH:20]=[C:19]([F:23])[C:17]=1[NH2:18], predict the reaction product. The product is: [CH2:1]([O:3][C:4]([C:6]1[C:7]([NH:18][C:17]2[C:16]([F:15])=[CH:22][CH:21]=[CH:20][C:19]=2[F:23])=[N:8][C:9]([S:12][CH3:13])=[N:10][CH:11]=1)=[O:5])[CH3:2]. (2) Given the reactants [CH3:1][N:2]1[CH:6]=[CH:5][C:4]([NH2:7])=[N:3]1.[CH3:8][C:9]1([CH3:17])[O:14][C:13](=[O:15])[CH2:12][C:11](=[O:16])[O:10]1.[CH2:18](OC(OCC)OCC)C, predict the reaction product. The product is: [CH3:8][C:9]1([CH3:17])[O:14][C:13](=[O:15])[C:12](=[CH:18][NH:7][C:4]2[CH:5]=[CH:6][N:2]([CH3:1])[N:3]=2)[C:11](=[O:16])[O:10]1. (3) Given the reactants [CH2:1]([NH:3][CH2:4][C:5]1[CH:10]=[CH:9][CH:8]=[CH:7][N:6]=1)[CH3:2].CCN(C(C)C)C(C)C.[CH3:20][N:21]([CH3:33])[C:22]1[CH:23]=[C:24]([NH:28][CH2:29][C:30]([OH:32])=O)[CH:25]=[CH:26][CH:27]=1.CN(C(ON1N=NC2C=CC=CC1=2)=[N+](C)C)C.[B-](F)(F)(F)F, predict the reaction product. The product is: [CH3:33][N:21]([CH3:20])[C:22]1[CH:23]=[C:24]([NH:28][CH2:29][C:30]([N:3]([CH2:1][CH3:2])[CH2:4][C:5]2[CH:10]=[CH:9][CH:8]=[CH:7][N:6]=2)=[O:32])[CH:25]=[CH:26][CH:27]=1. (4) Given the reactants [C:1]([O-])([O-])=O.[Na+].[Na+].[Cl:7][C:8]1[CH:9]=[C:10]([CH:17]=[CH:18][CH:19]=1)[CH2:11][C@H:12]([C:14]([OH:16])=[O:15])[NH2:13].Cl[C:21]([O:23][CH2:24][CH3:25])=[O:22], predict the reaction product. The product is: [Cl:7][C:8]1[CH:9]=[C:10]2[C:17](=[CH:18][CH:19]=1)[CH2:1][N:13]([C:21]([O:23][CH2:24][CH3:25])=[O:22])[C@@H:12]([C:14]([OH:16])=[O:15])[CH2:11]2. (5) Given the reactants F[C:2](F)(F)[C:3]([OH:5])=[O:4].[Cl:8][C:9]1[C:10]([F:42])=[C:11]([CH:15]2[C:19]([C:22]3[CH:27]=[CH:26][C:25]([Cl:28])=[CH:24][C:23]=3[F:29])([C:20]#[N:21])[CH:18]([CH2:30][C:31]3([CH2:37][OH:38])[CH2:36][CH2:35][CH:34]=[CH:33][CH2:32]3)[NH:17][CH:16]2[C:39]([OH:41])=O)[CH:12]=[CH:13][CH:14]=1.CN(C(O[N:51]1N=N[C:53]2[CH:54]=[CH:55]C=N[C:52]1=2)=[N+](C)C)C.F[P-](F)(F)(F)(F)F.[CH3:67]CN(C(C)C)C(C)C, predict the reaction product. The product is: [CH3:2][C:3]1([CH3:67])[O:5][C@@H:54]([CH2:53][CH2:52][NH:51][C:39]([CH:16]2[CH:15]([C:11]3[CH:12]=[CH:13][CH:14]=[C:9]([Cl:8])[C:10]=3[F:42])[C:19]([C:22]3[CH:27]=[CH:26][C:25]([Cl:28])=[CH:24][C:23]=3[F:29])([C:20]#[N:21])[CH:18]([CH2:30][C:31]3([CH2:37][OH:38])[CH2:36][CH2:35][CH:34]=[CH:33][CH2:32]3)[NH:17]2)=[O:41])[CH2:55][O:4]1.